Dataset: Reaction yield outcomes from USPTO patents with 853,638 reactions. Task: Predict the reaction yield, written as a fraction of the theoretical maximum amount of product (1.0 means a 100% yield; for example, 0.34 means a 34% yield). (1) The reactants are [Si:1]([O:18][CH:19]1[CH2:22][N:21]([C:23]2[S:24][CH:25]=[C:26]([C:28](OCC)=[O:29])[N:27]=2)[CH2:20]1)([C:14]([CH3:17])([CH3:16])[CH3:15])([C:8]1[CH:13]=[CH:12][CH:11]=[CH:10][CH:9]=1)[C:2]1[CH:7]=[CH:6][CH:5]=[CH:4][CH:3]=1.[Si:33]([O:50][CH2:51][C@@H:52]([NH2:55])[CH2:53][CH3:54])([C:46]([CH3:49])([CH3:48])[CH3:47])([C:40]1[CH:45]=[CH:44][CH:43]=[CH:42][CH:41]=1)[C:34]1[CH:39]=[CH:38][CH:37]=[CH:36][CH:35]=1.C[Al](C)C.C(O)(=O)C.C(OCC)(=O)C. The catalyst is C1C=CC=CC=1. The product is [Si:1]([O:18][CH:19]1[CH2:20][N:21]([C:23]2[S:24][CH:25]=[C:26]([C:28](=[O:29])[NH:55][C@H:52]([CH2:51][O:50][Si:33]([C:46]([CH3:47])([CH3:49])[CH3:48])([C:40]3[CH:41]=[CH:42][CH:43]=[CH:44][CH:45]=3)[C:34]3[CH:35]=[CH:36][CH:37]=[CH:38][CH:39]=3)[CH2:53][CH3:54])[N:27]=2)[CH2:22]1)([C:14]([CH3:16])([CH3:17])[CH3:15])([C:2]1[CH:3]=[CH:4][CH:5]=[CH:6][CH:7]=1)[C:8]1[CH:13]=[CH:12][CH:11]=[CH:10][CH:9]=1. The yield is 0.790. (2) The reactants are [CH3:1][NH:2][S:3]([C:6]1[CH:7]=[C:8]2[C:12](=[CH:13][CH:14]=1)[NH:11][C:10](=[O:15])[CH2:9]2)(=[O:5])=[O:4].[CH3:16][C:17]1[C:25]2[C:20](=[CH:21][CH:22]=[CH:23][CH:24]=2)[NH:19][C:18]=1[CH:26]=O.N1CCCCC1. The catalyst is C(O)C. The product is [CH3:1][NH:2][S:3]([C:6]1[CH:7]=[C:8]2[C:12](=[CH:13][CH:14]=1)[NH:11][C:10](=[O:15])[C:9]2=[CH:26][C:18]1[NH:19][C:20]2[C:25]([C:17]=1[CH3:16])=[CH:24][CH:23]=[CH:22][CH:21]=2)(=[O:5])=[O:4]. The yield is 0.700. (3) The reactants are [CH:1]1[CH:6]=[CH:5][C:4]([N:7]([C:14]2[CH:19]=[CH:18][C:17](Br)=[CH:16][CH:15]=2)[C:8]2[CH:13]=[CH:12][CH:11]=[CH:10][CH:9]=2)=[CH:3][CH:2]=1.C([Li])CCC.[B:26](OC)([O:29]C)[O:27]C.Cl. The catalyst is CCCCCC.O1CCCC1. The product is [C:4]1([N:7]([C:8]2[CH:13]=[CH:12][CH:11]=[CH:10][CH:9]=2)[C:14]2[CH:19]=[CH:18][C:17]([B:26]([OH:29])[OH:27])=[CH:16][CH:15]=2)[CH:5]=[CH:6][CH:1]=[CH:2][CH:3]=1. The yield is 0.580. (4) The reactants are [NH2:1][C:2]1[CH:10]=[CH:9][C:5]([C:6]([OH:8])=O)=[CH:4][C:3]=1[Cl:11].[CH2:12]1[C@H:21]2[C@H:16]([CH2:17][CH2:18][C:19]3[CH:25]=[CH:24][CH:23]=[CH:22][C:20]=32)[NH:15][CH2:14][CH2:13]1.F[P-](F)(F)(F)(F)F.N1(OC(N(C)C)=[N+](C)C)C2N=CC=CC=2N=N1. No catalyst specified. The product is [NH2:1][C:2]1[CH:10]=[CH:9][C:5]([C:6]([N:15]2[C@@H:16]3[C@@H:21]([C:20]4[CH:22]=[CH:23][CH:24]=[CH:25][C:19]=4[CH2:18][CH2:17]3)[CH2:12][CH2:13][CH2:14]2)=[O:8])=[CH:4][C:3]=1[Cl:11]. The yield is 0.520. (5) The reactants are Br[C:2]1[C:3]([F:22])=[CH:4][C:5]2[O:11][CH2:10][CH2:9][N:8]3[C:12]([CH:18]4[CH2:20][CH2:19]4)=[C:13]([C:15]([NH2:17])=[O:16])[N:14]=[C:7]3[C:6]=2[CH:21]=1.[CH3:23][C:24]([OH:29])([C:27]#[CH:28])[CH2:25][OH:26]. No catalyst specified. The product is [CH:18]1([C:12]2[N:8]3[CH2:9][CH2:10][O:11][C:5]4[CH:4]=[C:3]([F:22])[C:2]([C:28]#[C:27][C:24]([OH:29])([CH3:23])[CH2:25][OH:26])=[CH:21][C:6]=4[C:7]3=[N:14][C:13]=2[C:15]([NH2:17])=[O:16])[CH2:20][CH2:19]1. The yield is 0.500. (6) The reactants are C[O-].[Na+].[F:4][C:5]1[CH:6]=[C:7]2[C:11](=[CH:12][CH:13]=1)[C:10](=[CH:14][C:15]1[CH:20]=[CH:19][C:18]([S:21]([CH3:23])=[O:22])=[CH:17][CH:16]=1)[C:9]([CH3:24])=[C:8]2[CH2:25][C:26]([OH:28])=[O:27].C(=O)(O)[O-:30].[Na+].OO.[H][H]. The catalyst is CO.C(#N)C. The product is [F:4][C:5]1[CH:6]=[C:7]2[C:11](=[CH:12][CH:13]=1)[C:10](=[CH:14][C:15]1[CH:20]=[CH:19][C:18]([S:21]([CH3:23])(=[O:30])=[O:22])=[CH:17][CH:16]=1)[C:9]([CH3:24])=[C:8]2[CH2:25][C:26]([OH:28])=[O:27]. The yield is 0.890. (7) The catalyst is C1COCC1. The reactants are CN1CCOCC1.[O:8]=[C:9]([O:25][CH2:26][CH2:27][CH3:28])[CH2:10][C:11]1[C:19]2[C:14](=[CH:15][CH:16]=[CH:17][CH:18]=2)[NH:13][C:12]=1[CH2:20][CH2:21][C:22]([OH:24])=O.ClC(OCC)=O.[N+:35](=[CH2:37])=[N-:36]. The product is [N+:35](=[CH:37][C:22](=[O:24])[CH2:21][CH2:20][C:12]1[NH:13][C:14]2[C:19]([C:11]=1[CH2:10][C:9]([O:25][CH2:26][CH2:27][CH3:28])=[O:8])=[CH:18][CH:17]=[CH:16][CH:15]=2)=[N-:36]. The yield is 0.630. (8) The reactants are [CH2:1]([O:8][C:9]1[C:10](=[O:16])[CH:11]=[C:12]([CH3:15])[NH:13][CH:14]=1)[C:2]1[CH:7]=[CH:6][CH:5]=[CH:4][CH:3]=1.[OH-].[Na+].[Cl:19][O-].[Na+].Cl. No catalyst specified. The product is [CH2:1]([O:8][C:9]1[C:10](=[O:16])[C:11]([Cl:19])=[C:12]([CH3:15])[NH:13][CH:14]=1)[C:2]1[CH:3]=[CH:4][CH:5]=[CH:6][CH:7]=1. The yield is 0.860. (9) The reactants are [NH2:1][C:2]1[CH:11]=[C:10]([O:12][CH2:13][CH3:14])[C:9]([O:15][CH3:16])=[CH:8][C:3]=1[C:4](OC)=[O:5].Cl.[CH:18](N)=[NH:19]. The catalyst is C(N)=O. The product is [CH2:13]([O:12][C:10]1[CH:11]=[C:2]2[C:3]([C:4](=[O:5])[NH:19][CH:18]=[N:1]2)=[CH:8][C:9]=1[O:15][CH3:16])[CH3:14]. The yield is 0.700. (10) The reactants are [Cl:1][C:2]1[CH:9]=[C:8]([O:10][CH2:11][CH2:12][CH2:13][CH:14]2[CH2:19][CH2:18][N:17]([CH3:20])[CH2:16][CH2:15]2)[CH:7]=[CH:6][C:3]=1[CH:4]=O.[CH3:21][C:22]1[CH:27]=[C:26]([CH3:28])[CH:25]=[C:24]([NH2:29])[C:23]=1[NH2:30]. No catalyst specified. The product is [Cl:1][C:2]1[CH:9]=[C:8]([O:10][CH2:11][CH2:12][CH2:13][CH:14]2[CH2:19][CH2:18][N:17]([CH3:20])[CH2:16][CH2:15]2)[CH:7]=[CH:6][C:3]=1[C:4]1[NH:29][C:24]2[CH:25]=[C:26]([CH3:28])[CH:27]=[C:22]([CH3:21])[C:23]=2[N:30]=1. The yield is 0.870.